From a dataset of Catalyst prediction with 721,799 reactions and 888 catalyst types from USPTO. Predict which catalyst facilitates the given reaction. (1) Reactant: [NH2:1][C@@H:2]([CH2:10][C:11]1[C:19]2[C:14](=[CH:15][CH:16]=[CH:17][CH:18]=2)[NH:13][CH:12]=1)[C:3]([O:5][C:6]([CH3:9])([CH3:8])[CH3:7])=[O:4].[C:20]1([CH:26]([C:37]2[CH:42]=[CH:41][CH:40]=[CH:39][CH:38]=2)[N:27]2[CH:32]=[CH:31][CH:30]=[C:29]([C:33](O)=[O:34])[C:28]2=[O:36])[CH:25]=[CH:24][CH:23]=[CH:22][CH:21]=1.C(N(C(C)C)CC)(C)C.CN(C(ON1N=NC2C=CC=CC1=2)=[N+](C)C)C.F[P-](F)(F)(F)(F)F. Product: [C:37]1([CH:26]([C:20]2[CH:21]=[CH:22][CH:23]=[CH:24][CH:25]=2)[N:27]2[CH:32]=[CH:31][CH:30]=[C:29]([C:33]([NH:1][C@@H:2]([CH2:10][C:11]3[C:19]4[C:14](=[CH:15][CH:16]=[CH:17][CH:18]=4)[NH:13][CH:12]=3)[C:3]([O:5][C:6]([CH3:7])([CH3:9])[CH3:8])=[O:4])=[O:34])[C:28]2=[O:36])[CH:38]=[CH:39][CH:40]=[CH:41][CH:42]=1. The catalyst class is: 39. (2) Reactant: [Br:1][C:2]1[CH:7]=[C:6]([F:8])[C:5]([CH3:9])=[CH:4][C:3]=1[Cl:10].C1C(=O)N([Br:18])C(=O)C1.CC(N=NC(C#N)(C)C)(C#N)C. Product: [Br:1][C:2]1[CH:7]=[C:6]([F:8])[C:5]([CH2:9][Br:18])=[CH:4][C:3]=1[Cl:10]. The catalyst class is: 26. (3) Reactant: [H-].[Na+].[NH2:3][CH:4]([C:7]1[CH:12]=[CH:11][C:10]([F:13])=[C:9]([F:14])[CH:8]=1)[CH2:5][OH:6].Cl[CH2:16][C:17](OCC)=[O:18]. Product: [F:14][C:9]1[CH:8]=[C:7]([CH:4]2[NH:3][C:17](=[O:18])[CH2:16][O:6][CH2:5]2)[CH:12]=[CH:11][C:10]=1[F:13]. The catalyst class is: 1. (4) Reactant: [NH2:1][C:2]1[CH:7]=[CH:6][C:5](Br)=[CH:4][N:3]=1.C([Li])CCC.Cl[Si](C)(C)CC[Si](Cl)(C)C.[C:24]1([S:30]([N:33]2[C:37]3=[N:38][CH:39]=[C:40]([Cl:42])[CH:41]=[C:36]3[C:35]([CH:43]=[O:44])=[CH:34]2)(=[O:32])=[O:31])[CH:29]=[CH:28][CH:27]=[CH:26][CH:25]=1. Product: [NH2:1][C:2]1[N:3]=[CH:4][C:5]([CH:43]([C:35]2[C:36]3[C:37](=[N:38][CH:39]=[C:40]([Cl:42])[CH:41]=3)[N:33]([S:30]([C:24]3[CH:25]=[CH:26][CH:27]=[CH:28][CH:29]=3)(=[O:32])=[O:31])[CH:34]=2)[OH:44])=[CH:6][CH:7]=1. The catalyst class is: 30. (5) Reactant: Cl[C:2]1[C:7]([C:8]#[N:9])=[C:6]([Cl:10])[N:5]=[C:4]([S:11][CH3:12])[N:3]=1.[NH2:13][C:14]1[CH:15]=[C:16]([CH:22]=[CH:23][C:24]=1[CH3:25])[C:17]([NH:19][O:20][CH3:21])=[O:18].CCN(C(C)C)C(C)C. Product: [Cl:10][C:6]1[N:5]=[C:4]([S:11][CH3:12])[N:3]=[C:2]([NH:13][C:14]2[CH:15]=[C:16]([CH:22]=[CH:23][C:24]=2[CH3:25])[C:17]([NH:19][O:20][CH3:21])=[O:18])[C:7]=1[C:8]#[N:9]. The catalyst class is: 1. (6) Reactant: [OH:1][CH2:2][CH:3]1[CH2:8][CH2:7][CH2:6][N:5]([C:9]([O:11][C:12]([CH3:15])([CH3:14])[CH3:13])=[O:10])[CH2:4]1.[Br:16][C:17]1[CH:18]=[C:19](O)[CH:20]=[CH:21][CH:22]=1.C1C=CC(P(C2C=CC=CC=2)C2C=CC=CC=2)=CC=1.CCOC(/N=N/C(OCC)=O)=O. Product: [Br:16][C:17]1[CH:22]=[C:21]([CH:20]=[CH:19][CH:18]=1)[O:1][CH2:2][CH:3]1[CH2:8][CH2:7][CH2:6][N:5]([C:9]([O:11][C:12]([CH3:15])([CH3:14])[CH3:13])=[O:10])[CH2:4]1. The catalyst class is: 721. (7) Reactant: [NH2:1][C:2]1[C:3]2[N:4]([C:8]([N:30]3[CH2:35][CH2:34][CH2:33][CH:32]([C:36]([OH:38])=O)[CH2:31]3)=[N:9][C:10]=2[C:11]2[CH:16]=[CH:15][C:14]([C:17](=[O:29])[NH:18][C:19]3[CH:24]=[C:23]([C:25]([F:28])([F:27])[F:26])[CH:22]=[CH:21][N:20]=3)=[CH:13][CH:12]=2)[CH:5]=[CH:6][N:7]=1.[CH:39]([NH2:42])([CH3:41])[CH3:40].CN(C(ON1N=NC2C=CC=NC1=2)=[N+](C)C)C.F[P-](F)(F)(F)(F)F. Product: [NH2:1][C:2]1[C:3]2[N:4]([C:8]([N:30]3[CH2:35][CH2:34][CH2:33][CH:32]([C:36]([NH:42][CH:39]([CH3:41])[CH3:40])=[O:38])[CH2:31]3)=[N:9][C:10]=2[C:11]2[CH:16]=[CH:15][C:14]([C:17](=[O:29])[NH:18][C:19]3[CH:24]=[C:23]([C:25]([F:28])([F:27])[F:26])[CH:22]=[CH:21][N:20]=3)=[CH:13][CH:12]=2)[CH:5]=[CH:6][N:7]=1. The catalyst class is: 3. (8) Reactant: C(OC(=O)[N:7]([C:30]1[CH:35]=[CH:34][C:33]([N:36]2[CH2:41][CH2:40][O:39][CH2:38][CH2:37]2)=[CH:32][CH:31]=1)[C:8]1[C:9]2[N:10]([CH:27]=[CH:28][N:29]=2)[C:11]([Sn](CCCC)(CCCC)CCCC)=[CH:12][N:13]=1)(C)(C)C.Br[C:44]1[S:48][C:47]([C:49]([NH2:51])=[O:50])=[N:46][CH:45]=1. Product: [N:36]1([C:33]2[CH:34]=[CH:35][C:30]([NH:7][C:8]3[C:9]4[N:10]([CH:27]=[CH:28][N:29]=4)[C:11]([C:44]4[S:48][C:47]([C:49]([NH2:51])=[O:50])=[N:46][CH:45]=4)=[CH:12][N:13]=3)=[CH:31][CH:32]=2)[CH2:41][CH2:40][O:39][CH2:38][CH2:37]1. The catalyst class is: 128. (9) Reactant: C(=O)([O-])OCC([C@@:6]([C:35]1[CH:40]=[CH:39][C:38]([F:41])=[CH:37][C:36]=1[F:42])([CH2:29][N:30]1[CH:34]=[N:33][CH:32]=[N:31]1)[C@H:7]([S:9][C@@H:10]1[CH2:15][O:14][C@@H:13](/[CH:16]=[CH:17]/[CH:18]=[CH:19]/[C:20]2[CH:25]=[CH:24][C:23]([C:26]#[N:27])=[CH:22][C:21]=2[F:28])[O:12][CH2:11]1)[CH3:8])O.N1C=NN=N1.[CH2:50]([O:53][P:54]([O:62][CH2:63][CH:64]=[CH2:65])N(C(C)C)C(C)C)[CH:51]=[CH2:52].[CH2:66]([OH:69])[CH:67]=C.C([O:74]O)(C)(C)C.[C:76](=[O:79])([O-:78])[OH:77].[Na+].S([O-])([O-])(=O)=S.[Na+].[Na+]. Product: [C:76](=[O:78])([O:77][C@:6]([C:35]1[CH:40]=[CH:39][C:38]([F:41])=[CH:37][C:36]=1[F:42])([CH2:29][N:30]1[CH:34]=[N:33][CH:32]=[N:31]1)[C@H:7]([S:9][C@@H:10]1[CH2:15][O:14][C@@H:13](/[CH:16]=[CH:17]/[CH:18]=[CH:19]/[C:20]2[CH:25]=[CH:24][C:23]([C:26]#[N:27])=[CH:22][C:21]=2[F:28])[O:12][CH2:11]1)[CH3:8])[O:79][CH2:67][CH2:66][O:69][P:54]([O:53][CH2:50][CH:51]=[CH2:52])([O:62][CH2:63][CH:64]=[CH2:65])=[O:74]. The catalyst class is: 4.